Dataset: Drug-target binding data from BindingDB using Ki measurements. Task: Regression. Given a target protein amino acid sequence and a drug SMILES string, predict the binding affinity score between them. We predict pKi (pKi = -log10(Ki in M); higher means stronger inhibition). Dataset: bindingdb_ki. (1) The small molecule is c1cncc(OCC2CCN2)c1. The target protein (P20420) has sequence MVQLLAGRWRPTGARRGTRGGLPELSSAAKHEDSLFRDLFEDYERWVRPVEHLSDKIKIKFGLAISQLVDVDEKNQLMTTNVWLKQEWIDVKLRWNPDDYGGIKIIRVPSDSLWIPDIVLFDNADGRFEGASTKTVVRYNGTVTWTQPANYKSSCTIDVTFFPFDLQNCSMKFGSWTYDGSQVDIILEDQDVDRTDFFDNGEWEIMSAMGSKGNRTDSCCWYPYITYSFVIKRLPLFYTLFLIIPCIGLSFLTVVVFYLPSNEGEKISLCTSVLVSLTVFLLVIEEIIPSSSKVIPLIGEYLVFTMIFVTLSIMVTVFAINIHHRSSSTHNAMAPWVRKIFLHKLPKLLCMRSHADRYFTQREEAESGAGPKSRNTLEAALDCIRYITRHVVKENDVREVVEDWKFIAQVLDRMFLWTFLLVSIIGTLGLFVPVIYKWANIIVPVHIGNTIK. The pKi is 8.1. (2) The small molecule is CN(C(=O)Cc1ccccc1)[C@H]1CC[C@@]2(CCCO2)C[C@@H]1N1CCCC1. The target protein sequence is MDSPIQIFRGEPGPTCAPSACLPPNSSAWFPGWAEPDSNGSAGSEDAQLEPAHISPAIPVIITAVYSVVFVVGLVGNSLVMFVIIRYTKMKTATNIYIFNLALADALVTTTMPFQSTVYLMNSWPFGDVLCKIVISIDYYNMFTSIFTLTMMSVDRYIAVCHPVKALDFRTPLKAKIINICIWLLSSSVGISAIVLGGTKVREDVDVIECSAQFPDDDYSWWDLFMKICVFIFAFVIPVLIIIVCYTLMILRLKSVRLLSGSREKDRNLRRITRLVLVVVAVFVVCWTPIHIFILVEALGSTSHSTAALSSYYFCIALGYTNSSLNPILYAFLDENFKRCFRDFCFPLKMRMERQSTSRVRNTVQDPAYLRDIDGMNKPV. The pKi is 8.5. (3) The compound is Cc1cc(OCCCS(C)(=O)=O)cc(C)c1-c1cccc(COc2ccc3c(c2)OC[C@H]3CC(=O)O)c1. The target protein (Q8K3T4) has sequence MDLPPQLSFALYVSAFALGFPLNLLAIRGAVSHAKLRLTPSLVYTLHLACSDLLLAITLPLKAVEALASGVWPLPLPFCPVFALAHFAPLYAGGGFLAALSAGRYLGAAFPFGYQAIRRPCYSWGVCVAIWALVLCHLGLALGLEAPRGWVDNTTSSLGINIPVNGSPVCLEAWDPDSARPARLSFSILLFFLPLVITAFCYVGCLRALVHSGLSHKRKLRAAWVAGGALLTLLLCLGPYNASNVASFINPDLEGSWRKLGLITGAWSVVLNPLVTGYLGTGPGQGTICVTRTPRGTIQK. The pKi is 6.8. (4) The drug is COC(=O)c1ccc(COc2cc(NCc3ccc4nc(N)nc(N)c4c3)ccc2OC)cc1. The target protein (Q27793) has sequence MSLFKIRMPETVAEGTRLALRAFSLVVAVDEHGGIGDGRSIPWNVPEDMKFFRDLTTKLRGKNVKPSPAKRNAVVMGRKTWDSIPPKFRPLPGRLNVVLSSTLTTQHLLDGLPDEEKRNLHADSIVAVNGGLEQALRLLASPNYTPSIETVYCIGGGSVYAEALRPPCVHLLQAIYRTTIRASESSCSVFFRVPESGTEAAAGIEWQRETISEELTSANGNETKYYFEKLIPRNREEEQYLSLVDRIIREGNVKHDRTGVGTLSIFGAQMRFSLRNNRLPLLTTKRVFWRGVCEELLWFLRGETYAKKLSDKGVHIWDDNGSRAFLDSRGLTEYEEMDLGPVYGFQWRHFGAAYTHHDANYDGQGVDQIKAIVETLKTNPDDRRMLFTAWNPSALPRMALPPCHLLAQFYVSNGELSCMLYQRSCDMGLGVPFNIASYALLTILIAKATGLRPGELVHTLGDAHVYSNHVEPCNEQLKRVPRAFPYLVFRREREFLEDYE.... The pKi is 8.5.